This data is from Full USPTO retrosynthesis dataset with 1.9M reactions from patents (1976-2016). The task is: Predict the reactants needed to synthesize the given product. (1) Given the product [Cl:44][CH2:40][C:36]1[CH:35]=[CH:34][CH:33]=[C:32]([F:31])[C:37]=1[C:38]([NH:27][C:26]1[CH:28]=[CH:29][CH:30]=[C:24]([CH2:23][CH2:22][N:19]2[CH2:18][CH2:17][N:16]([C:12]3[CH:11]=[CH:10][CH:9]=[C:8]4[C:13]=3[CH:14]=[CH:15][C:6]([CH3:5])=[N:7]4)[CH2:21][CH2:20]2)[CH:25]=1)=[O:39], predict the reactants needed to synthesize it. The reactants are: C[Al](C)C.[CH3:5][C:6]1[CH:15]=[CH:14][C:13]2[C:8](=[CH:9][CH:10]=[CH:11][C:12]=2[N:16]2[CH2:21][CH2:20][N:19]([CH2:22][CH2:23][C:24]3[CH:25]=[C:26]([CH:28]=[CH:29][CH:30]=3)[NH2:27])[CH2:18][CH2:17]2)[N:7]=1.[F:31][C:32]1[C:37]2[C:38](=O)[O:39][CH2:40][C:36]=2[CH:35]=[CH:34][CH:33]=1.S(Cl)([Cl:44])=O. (2) The reactants are: [Br:1][C:2]1[CH:21]=[C:20]2[C:5]([CH2:6][C:7]3([C:19]2=O)[CH2:16][CH2:15][C:14]2[C:9](=[CH:10][CH:11]=[C:12]([F:18])[C:13]=2[F:17])[CH2:8]3)=[CH:4][CH:3]=1.C[Si]([N:27]=[C:28]=[N:29][Si](C)(C)C)(C)C. Given the product [Br:1][C:2]1[CH:21]=[C:20]2[C:5](=[CH:4][CH:3]=1)[CH2:6][C:7]1([CH2:16][CH2:15][C:14]3[C:9](=[CH:10][CH:11]=[C:12]([F:18])[C:13]=3[F:17])[CH2:8]1)/[C:19]/2=[N:29]/[C:28]#[N:27], predict the reactants needed to synthesize it.